From a dataset of Reaction yield outcomes from USPTO patents with 853,638 reactions. Predict the reaction yield, written as a fraction of the theoretical maximum amount of product (1.0 means a 100% yield; for example, 0.34 means a 34% yield). (1) The reactants are [Br:1][C:2]1[CH:7]=[CH:6][C:5]([C:8]2(O)[C:16]3[C:11](=[CH:12][CH:13]=[CH:14][CH:15]=3)[N:10]([CH2:17][C:18]3[O:19][C:20]([C:23]([F:26])([F:25])[F:24])=[CH:21][CH:22]=3)[C:9]2=[O:27])=[C:4]([OH:29])[CH:3]=1.C([SiH](CC)CC)C.FC(F)(F)C(O)=O. No catalyst specified. The product is [Br:1][C:2]1[CH:7]=[CH:6][C:5]([CH:8]2[C:16]3[C:11](=[CH:12][CH:13]=[CH:14][CH:15]=3)[N:10]([CH2:17][C:18]3[O:19][C:20]([C:23]([F:26])([F:25])[F:24])=[CH:21][CH:22]=3)[C:9]2=[O:27])=[C:4]([OH:29])[CH:3]=1. The yield is 0.820. (2) The reactants are [CH2:1]([C:3]1[N:8]=[C:7]([N:9]2[CH2:14][CH2:13][NH:12][CH2:11][CH2:10]2)[CH:6]=[CH:5][CH:4]=1)[CH3:2].CCN(CC)CC.[O:22]=[C:23]1[NH:32][C:31]2[N:30]=[C:29]([O:33][CH2:34][CH2:35][CH2:36][CH:37]=O)[CH:28]=[CH:27][C:26]=2[CH2:25][CH2:24]1.[BH-](OC(C)=O)(OC(C)=O)OC(C)=O.[Na+]. The catalyst is ClC(Cl)C. The product is [CH2:1]([C:3]1[N:8]=[C:7]([N:9]2[CH2:10][CH2:11][N:12]([CH2:37][CH2:36][CH2:35][CH2:34][O:33][C:29]3[N:30]=[C:31]4[C:26]([CH2:25][CH2:24][C:23](=[O:22])[NH:32]4)=[CH:27][CH:28]=3)[CH2:13][CH2:14]2)[CH:6]=[CH:5][CH:4]=1)[CH3:2]. The yield is 0.470. (3) The reactants are [Br:1][C:2]1[CH:3]=[C:4]([CH:8]=[CH:9][C:10]=1[F:11])[C:5]([OH:7])=[O:6].C1C(=O)N([I:19])C(=O)C1. The catalyst is OS(O)(=O)=O. The product is [Br:1][C:2]1[CH:3]=[C:4]([CH:8]=[C:9]([I:19])[C:10]=1[F:11])[C:5]([OH:7])=[O:6]. The yield is 0.847.